This data is from Reaction yield outcomes from USPTO patents with 853,638 reactions. The task is: Predict the reaction yield, written as a fraction of the theoretical maximum amount of product (1.0 means a 100% yield; for example, 0.34 means a 34% yield). (1) The reactants are [CH2:1]([O:3][C:4]([C:6]1[CH:7]=[C:8]2[C:13](=[CH:14][CH:15]=1)[NH:12][CH:11]([C:16]1[CH:21]=[C:20]([O:22][CH3:23])[CH:19]=[C:18]([Br:24])[CH:17]=1)[C:10]([CH3:26])([CH3:25])[CH:9]2O)=[O:5])[CH3:2].C([SiH](CC)CC)C. The catalyst is FC(F)(F)C(O)=O. The product is [CH2:1]([O:3][C:4]([C:6]1[CH:7]=[C:8]2[C:13](=[CH:14][CH:15]=1)[NH:12][CH:11]([C:16]1[CH:21]=[C:20]([O:22][CH3:23])[CH:19]=[C:18]([Br:24])[CH:17]=1)[C:10]([CH3:25])([CH3:26])[CH2:9]2)=[O:5])[CH3:2]. The yield is 0.520. (2) The reactants are Br[C:2]1[C:7]([O:8][CH3:9])=[CH:6][C:5]([CH2:10][O:11][CH3:12])=[CH:4][C:3]=1[O:13][CH3:14].C([Li])CCC.CCCCCC.C[O:27][B:28]([O:31]C)[O:29]C.Cl. The catalyst is O1CCCC1. The product is [CH3:14][O:13][C:3]1[CH:4]=[C:5]([CH2:10][O:11][CH3:12])[CH:6]=[C:7]([O:8][CH3:9])[C:2]=1[O:27][B:28]([OH:31])[OH:29]. The yield is 0.718. (3) The reactants are [CH2:1]([N:3]1[CH:20]([C:21]2[CH:26]=[CH:25][CH:24]=[CH:23][CH:22]=2)[CH2:19][O:18][C:5]2([CH2:10][CH2:9][N:8](C(OC(C)(C)C)=O)[CH2:7][CH2:6]2)[CH2:4]1)[CH3:2].[ClH:27]. The catalyst is C(Cl)Cl. The product is [ClH:27].[CH2:1]([N:3]1[CH:20]([C:21]2[CH:26]=[CH:25][CH:24]=[CH:23][CH:22]=2)[CH2:19][O:18][C:5]2([CH2:10][CH2:9][NH:8][CH2:7][CH2:6]2)[CH2:4]1)[CH3:2]. The yield is 0.950. (4) The reactants are C(OC([N:8]([C:10]1([C@@H:13]2[CH2:17][CH2:16][NH:15][CH2:14]2)[CH2:12][CH2:11]1)[CH3:9])=O)(C)(C)C.C(N(CC)CC)C.[NH2:25][C:26]1[CH:35]=[C:34](F)[C:33]([CH3:37])=[C:32]2[C:27]=1[C:28](=[O:45])[C:29]([C:42]([OH:44])=[O:43])=[CH:30][N:31]2[C@@H:38]1[CH2:40][C@@H:39]1[F:41]. The catalyst is CS(C)=O. The product is [NH2:25][C:26]1[CH:35]=[C:34]([N:15]2[CH2:16][CH2:17][C@@H:13]([C:10]3([NH:8][CH3:9])[CH2:11][CH2:12]3)[CH2:14]2)[C:33]([CH3:37])=[C:32]2[C:27]=1[C:28](=[O:45])[C:29]([C:42]([OH:44])=[O:43])=[CH:30][N:31]2[C@@H:38]1[CH2:40][C@@H:39]1[F:41]. The yield is 0.200.